This data is from Reaction yield outcomes from USPTO patents with 853,638 reactions. The task is: Predict the reaction yield, written as a fraction of the theoretical maximum amount of product (1.0 means a 100% yield; for example, 0.34 means a 34% yield). The reactants are [CH3:1][O:2][C:3]([C:5]1[CH:13]=[C:12]2[C:8]([CH:9]=[CH:10][NH:11]2)=[CH:7][CH:6]=1)=[O:4].C([Mg]Br)C.[CH3:18][C:19]1([CH3:27])[C:21]([CH3:23])([CH3:22])[CH:20]1[C:24](Cl)=[O:25]. The catalyst is ClCCl.[Cl-].[Zn+2].[Cl-]. The product is [CH3:1][O:2][C:3]([C:5]1[CH:13]=[C:12]2[C:8]([C:9]([C:24]([CH:20]3[C:21]([CH3:23])([CH3:22])[C:19]3([CH3:27])[CH3:18])=[O:25])=[CH:10][NH:11]2)=[CH:7][CH:6]=1)=[O:4]. The yield is 0.400.